This data is from Catalyst prediction with 721,799 reactions and 888 catalyst types from USPTO. The task is: Predict which catalyst facilitates the given reaction. (1) Reactant: Cl[CH:2]([C:14]1[CH:19]=[CH:18][CH:17]=[CH:16][CH:15]=1)[C:3]([C:5]1[C:13]2[C:8](=[CH:9][CH:10]=[CH:11][CH:12]=2)[NH:7][CH:6]=1)=[O:4].[S:20]1[CH:24]=[CH:23][CH:22]=[C:21]1[CH2:25][NH2:26].CCN(C(C)C)C(C)C. Product: [NH:7]1[C:8]2[C:13](=[CH:12][CH:11]=[CH:10][CH:9]=2)[C:5]([C:3](=[O:4])[CH:2]([C:14]2[CH:19]=[CH:18][CH:17]=[CH:16][CH:15]=2)[NH:26][CH2:25][C:21]2[S:20][CH:24]=[CH:23][CH:22]=2)=[CH:6]1. The catalyst class is: 10. (2) Reactant: [Cl:1][C:2]1[N:3]=[C:4]([CH2:18][O:19]C)[NH:5][C:6]=1[C:7]1[CH:8]=[C:9]([CH:14]=[CH:15][C:16]=1[CH3:17])[C:10]([O:12]C)=[O:11]. Product: [Cl:1][C:2]1[N:3]=[C:4]([CH2:18][OH:19])[NH:5][C:6]=1[C:7]1[CH:8]=[C:9]([CH:14]=[CH:15][C:16]=1[CH3:17])[C:10]([OH:12])=[O:11]. The catalyst class is: 201.